Dataset: Forward reaction prediction with 1.9M reactions from USPTO patents (1976-2016). Task: Predict the product of the given reaction. (1) Given the reactants [CH3:1][C:2]1[N:7]=[C:6]([SH:8])[N:5]=[C:4]([OH:9])[CH:3]=1.C(=O)([O-])[O-].[K+].[K+].Br[CH2:17][C:18]1[N:22]2[CH:23]=[CH:24][CH:25]=[CH:26][C:21]2=[N:20][C:19]=1[Cl:27], predict the reaction product. The product is: [Cl:27][C:19]1[N:20]=[C:21]2[CH:26]=[CH:25][CH:24]=[CH:23][N:22]2[C:18]=1[CH2:17][S:8][C:6]1[N:5]=[C:4]([OH:9])[CH:3]=[C:2]([CH3:1])[N:7]=1. (2) Given the reactants [CH3:1][O:2][C:3]1[CH:4]=[C:5]2[C:10](=[CH:11][C:12]=1[O:13][CH3:14])[C:9]([CH3:15])=[N:8][C:7]([C:16]1[CH:17]=[C:18]([CH:20]=[CH:21][CH:22]=1)[NH2:19])=[CH:6]2.CCN(CC)CC.[CH3:30][S:31](Cl)(=[O:33])=[O:32], predict the reaction product. The product is: [CH3:1][O:2][C:3]1[CH:4]=[C:5]2[C:10](=[CH:11][C:12]=1[O:13][CH3:14])[C:9]([CH3:15])=[N:8][C:7]([C:16]1[CH:17]=[C:18]([NH:19][S:31]([CH3:30])(=[O:33])=[O:32])[CH:20]=[CH:21][CH:22]=1)=[CH:6]2. (3) The product is: [C:1]([NH:9][NH:10][C:11](=[O:21])[C:12]1[CH:17]=[CH:16][CH:15]=[CH:14][C:13]=1[N+:18]([O-:20])=[O:19])(=[O:8])[CH:2]([CH3:7])[CH3:3]. Given the reactants [C:1]([NH:9][NH:10][C:11](=[O:21])[C:12]1[CH:17]=[CH:16][CH:15]=[CH:14][C:13]=1[N+:18]([O-:20])=[O:19])(=[O:8])[C:2]1[CH:7]=CC=C[CH:3]=1.C(Cl)(=O)C1C=CC=CC=1, predict the reaction product. (4) Given the reactants [NH2:1][C:2]1[CH:7]=[CH:6][C:5]([N:8]2[CH:13]=[CH:12][CH:11]=[C:10]([O:14][CH2:15][CH2:16][O:17][Si:18]([C:21]([CH3:24])([CH3:23])[CH3:22])([CH3:20])[CH3:19])[C:9]2=[O:25])=[CH:4][C:3]=1[F:26].[Cl:27][C:28]1[S:32][C:31]([C:33]([NH:35][CH2:36][C@H:37]2[CH2:39][O:38]2)=[O:34])=[CH:30][CH:29]=1, predict the reaction product. The product is: [Si:18]([O:17][CH2:16][CH2:15][O:14][C:10]1[C:9](=[O:25])[N:8]([C:5]2[CH:6]=[CH:7][C:2]([NH:1][CH2:39][C@@H:37]([OH:38])[CH2:36][NH:35][C:33]([C:31]3[S:32][C:28]([Cl:27])=[CH:29][CH:30]=3)=[O:34])=[C:3]([F:26])[CH:4]=2)[CH:13]=[CH:12][CH:11]=1)([C:21]([CH3:22])([CH3:23])[CH3:24])([CH3:19])[CH3:20]. (5) Given the reactants C[C:2]1[C:7](C)=[CH:6][CH:5]=[CH:4][C:3]=1[NH:9][C:10](=[O:14])[CH:11]=NO.CS(O)(=O)=[O:17], predict the reaction product. The product is: [NH:9]1[C:3]2[C:4](=[CH:5][CH:6]=[CH:7][CH:2]=2)[C:11](=[O:17])[C:10]1=[O:14]. (6) Given the reactants [Br:1][C:2]1[CH:7]=[CH:6][C:5]([N:8]2[CH2:13][CH2:12][N:11]([C:14](=[O:21])[CH2:15][C:16]([O:18]CC)=[O:17])[CH2:10][CH2:9]2)=[C:4]([C:22]([CH3:25])([CH3:24])[CH3:23])[CH:3]=1.[OH-].[Li+].Cl, predict the reaction product. The product is: [Br:1][C:2]1[CH:7]=[CH:6][C:5]([N:8]2[CH2:13][CH2:12][N:11]([C:14](=[O:21])[CH2:15][C:16]([OH:18])=[O:17])[CH2:10][CH2:9]2)=[C:4]([C:22]([CH3:25])([CH3:24])[CH3:23])[CH:3]=1.